This data is from TCR-epitope binding with 47,182 pairs between 192 epitopes and 23,139 TCRs. The task is: Binary Classification. Given a T-cell receptor sequence (or CDR3 region) and an epitope sequence, predict whether binding occurs between them. (1) The epitope is FLNGSCGSV. The TCR CDR3 sequence is CASSGGARGYTF. Result: 1 (the TCR binds to the epitope). (2) The epitope is TFYLTNDVSFL. The TCR CDR3 sequence is CASSSLPGGGEQYF. Result: 0 (the TCR does not bind to the epitope). (3) Result: 1 (the TCR binds to the epitope). The TCR CDR3 sequence is CASSVGQGNQPQHF. The epitope is EHPTFTSQYRIQGKL. (4) The epitope is LLFNKVTLA. The TCR CDR3 sequence is CASSLTSGLGAAQNF. Result: 0 (the TCR does not bind to the epitope). (5) The epitope is PKYVKQNTLKLAT. The TCR CDR3 sequence is CASSLDHLAGVNNEQFF. Result: 0 (the TCR does not bind to the epitope). (6) The epitope is QECVRGTTVL. The TCR CDR3 sequence is CASSYGRSPLHF. Result: 1 (the TCR binds to the epitope). (7) The epitope is FVRATATIPI. The TCR CDR3 sequence is CAGADSNTGELFF. Result: 0 (the TCR does not bind to the epitope).